This data is from Peptide-MHC class II binding affinity with 134,281 pairs from IEDB. The task is: Regression. Given a peptide amino acid sequence and an MHC pseudo amino acid sequence, predict their binding affinity value. This is MHC class II binding data. (1) The peptide sequence is SQIGLIEVLGKMPEHFM. The MHC is DRB3_0101 with pseudo-sequence DRB3_0101. The binding affinity (normalized) is 0. (2) The peptide sequence is YRKILRQRKIDRLID. The MHC is DRB1_0101 with pseudo-sequence DRB1_0101. The binding affinity (normalized) is 0.452. (3) The peptide sequence is PKYVKQNTLKLAT. The MHC is HLA-DQA10301-DQB10302 with pseudo-sequence HLA-DQA10301-DQB10302. The binding affinity (normalized) is 0. (4) The peptide sequence is AEHQAIISDVLTASD. The MHC is DRB1_0901 with pseudo-sequence DRB1_0901. The binding affinity (normalized) is 0.243. (5) The peptide sequence is ESHGVAAVLFAATAA. The MHC is DRB1_0802 with pseudo-sequence DRB1_0802. The binding affinity (normalized) is 0.554. (6) The peptide sequence is KRWIILGLNKIVRMYSPTSI. The binding affinity (normalized) is 0.230. The MHC is HLA-DQA10102-DQB10502 with pseudo-sequence HLA-DQA10102-DQB10502. (7) The peptide sequence is EKKYFAATQFEPLNA. The MHC is HLA-DQA10501-DQB10301 with pseudo-sequence HLA-DQA10501-DQB10301. The binding affinity (normalized) is 0.230. (8) The peptide sequence is CGSYVTKTSGSAASM. The MHC is HLA-DQA10102-DQB10501 with pseudo-sequence HLA-DQA10102-DQB10501. The binding affinity (normalized) is 0.600.